From a dataset of Forward reaction prediction with 1.9M reactions from USPTO patents (1976-2016). Predict the product of the given reaction. Given the reactants [CH2:1]([O:3][C:4]1[CH:13]=[CH:12][C:7]2[N:8]=[C:9]([NH2:11])[S:10][C:6]=2[CH:5]=1)[CH3:2].[CH3:14][O:15][C:16]1[CH:24]=[CH:23][C:19]([C:20](Cl)=[O:21])=[CH:18][CH:17]=1.Br[CH:26]([CH2:31][CH3:32])[C:27]([O:29]C)=[O:28].COC1C=CC2N=C(N)SC=2C=1.ClC1C=C(C=CC=1)C(Cl)=O.BrCC(OCC)=O, predict the reaction product. The product is: [CH2:1]([O:3][C:4]1[CH:13]=[CH:12][C:7]2[N:8]([CH:26]([CH2:31][CH3:32])[C:27]([OH:29])=[O:28])[C:9](=[N:11][C:20](=[O:21])[C:19]3[CH:23]=[CH:24][C:16]([O:15][CH3:14])=[CH:17][CH:18]=3)[S:10][C:6]=2[CH:5]=1)[CH3:2].